Dataset: Forward reaction prediction with 1.9M reactions from USPTO patents (1976-2016). Task: Predict the product of the given reaction. Given the reactants [F:1][C:2]1[CH:7]=[CH:6][C:5]([C:8](=[O:17])[CH2:9][C:10]2[CH:15]=[CH:14][N:13]=[C:12]([F:16])[CH:11]=2)=[CH:4][CH:3]=1.C([O:22][N:23]=O)(C)(C)C.Cl, predict the reaction product. The product is: [F:1][C:2]1[CH:3]=[CH:4][C:5]([C:8](=[O:17])[C:9]([C:10]2[CH:15]=[CH:14][N:13]=[C:12]([F:16])[CH:11]=2)=[N:23][OH:22])=[CH:6][CH:7]=1.